Predict the product of the given reaction. From a dataset of Forward reaction prediction with 1.9M reactions from USPTO patents (1976-2016). (1) Given the reactants [F:1][C:2]([F:9])([F:8])[C:3](OCC)=O.[NH2:10][CH2:11][CH:12]([OH:15])[CH2:13][NH2:14], predict the reaction product. The product is: [F:9][C:2]([F:1])([F:8])[C:3]1[NH:10][CH2:11][CH:12]([OH:15])[CH2:13][N:14]=1. (2) Given the reactants [Cl:1][C:2]1[CH:3]=[CH:4][C:5]2[C:14]3[C:9](=[CH:10][N:11]=[CH:12][CH:13]=3)[C:8](=[O:15])[N:7]([CH3:16])[C:6]=2[CH:17]=1.C1C=C(Cl)C=C(C(OO)=[O:26])C=1, predict the reaction product. The product is: [Cl:1][C:2]1[CH:3]=[CH:4][C:5]2[C:14]3[C:9](=[CH:10][N+:11]([O-:26])=[CH:12][CH:13]=3)[C:8](=[O:15])[N:7]([CH3:16])[C:6]=2[CH:17]=1. (3) The product is: [CH:18]1([O:23][CH2:24][CH2:25][NH:26][C:15]([C:4]2[C:3]3[C:7](=[CH:8][CH:9]=[CH:10][C:2]=3[Cl:1])[N:6]([CH:11]3[CH2:12][O:13][CH2:14]3)[CH:5]=2)=[O:17])[CH2:22][CH2:21][CH2:20][CH2:19]1. Given the reactants [Cl:1][C:2]1[CH:10]=[CH:9][CH:8]=[C:7]2[C:3]=1[C:4]([C:15]([OH:17])=O)=[CH:5][N:6]2[CH:11]1[CH2:14][O:13][CH2:12]1.[CH:18]1([O:23][CH2:24][CH2:25][NH2:26])[CH2:22][CH2:21][CH2:20][CH2:19]1, predict the reaction product. (4) Given the reactants F[C:2]1[CH:7]=[C:6]([B:8]2[O:12][C:11]([CH3:14])([CH3:13])[C:10]([CH3:16])([CH3:15])[O:9]2)[CH:5]=[CH:4][N:3]=1.Cl.[F:18][C:19]1([F:24])[CH2:23][CH2:22][NH:21][CH2:20]1.C([O-])([O-])=O.[K+].[K+], predict the reaction product. The product is: [F:18][C:19]1([F:24])[CH2:23][CH2:22][N:21]([C:2]2[CH:7]=[C:6]([B:8]3[O:12][C:11]([CH3:14])([CH3:13])[C:10]([CH3:16])([CH3:15])[O:9]3)[CH:5]=[CH:4][N:3]=2)[CH2:20]1. (5) Given the reactants Br[C:2]1[CH:7]=[CH:6][C:5]([O:8][CH3:9])=[C:4]([O:10][CH3:11])[CH:3]=1.[C:12](#[N:15])[CH:13]=[CH2:14].C([O-])(=O)C.[Na+].C1(C)C=CC=CC=1P(C1C=CC=CC=1C)C1C=CC=CC=1C, predict the reaction product. The product is: [CH3:11][O:10][C:4]1[CH:3]=[C:2](/[CH:14]=[CH:13]/[C:12]#[N:15])[CH:7]=[CH:6][C:5]=1[O:8][CH3:9]. (6) Given the reactants [Cl:1][C:2]1[CH:3]=[C:4]2[C:8](=[CH:9][CH:10]=1)[NH:7][C:6]([C:11]([O:13][CH2:14][CH3:15])=[O:12])=[CH:5]2.[Br:16][CH2:17][CH2:18][CH2:19]Br.C(=O)([O-])[O-].[K+].[K+], predict the reaction product. The product is: [Br:16][CH2:17][CH2:18][CH2:19][N:7]1[C:8]2[C:4](=[CH:3][C:2]([Cl:1])=[CH:10][CH:9]=2)[CH:5]=[C:6]1[C:11]([O:13][CH2:14][CH3:15])=[O:12].